From a dataset of Peptide-MHC class II binding affinity with 134,281 pairs from IEDB. Regression. Given a peptide amino acid sequence and an MHC pseudo amino acid sequence, predict their binding affinity value. This is MHC class II binding data. (1) The peptide sequence is GELQIVDKISAAFKI. The MHC is DRB1_0802 with pseudo-sequence DRB1_0802. The binding affinity (normalized) is 0.574. (2) The peptide sequence is AFKVAATPANAAPAN. The MHC is DRB1_0802 with pseudo-sequence DRB1_0802. The binding affinity (normalized) is 0.810. (3) The binding affinity (normalized) is 0.326. The peptide sequence is GAMAKKGDEQKLRSA. The MHC is DRB1_1302 with pseudo-sequence DRB1_1302.